Dataset: Reaction yield outcomes from USPTO patents with 853,638 reactions. Task: Predict the reaction yield, written as a fraction of the theoretical maximum amount of product (1.0 means a 100% yield; for example, 0.34 means a 34% yield). (1) The reactants are [CH3:1][CH2:2][CH2:3][CH2:4][CH2:5][CH3:6].[C:7]1([N:13]([C:27]2[CH:32]=[CH:31][CH:30]=[CH:29][CH:28]=2)[C:14]2[CH:19]=[CH:18][C:17]([NH:20][C:21]3[CH:26]=[CH:25][CH:24]=[CH:23][CH:22]=3)=[CH:16][CH:15]=2)[CH:12]=[CH:11][CH:10]=[CH:9][CH:8]=1.Br[C:34]1[C:35]2[C:40]([C:41](Br)=[C:42]3[C:47]=1[CH:46]=[CH:45][CH:44]=[CH:43]3)=[CH:39][CH:38]=[CH:37][CH:36]=2.C[C:50]([CH3:53])([O-])[CH3:51].[Na+]. The catalyst is CC1C=CC=CC=1C.C([O-])(=O)C.[Pd+2].C([O-])(=O)C.C(P(C(C)(C)C)C(C)(C)C)(C)(C)C.O. The product is [C:3]1([N:20]([C:51]2[CH:50]=[CH:53][CH:26]=[CH:21][CH:22]=2)[C:17]2[CH:16]=[CH:15][C:14]([N:13]([C:34]3[C:35]4[C:40]([C:41]([N:20]([C:21]5[CH:26]=[CH:25][CH:24]=[CH:23][CH:22]=5)[C:17]5[CH:18]=[CH:19][C:14]([N:13]([C:27]6[CH:32]=[CH:31][CH:30]=[CH:29][CH:28]=6)[C:7]6[CH:12]=[CH:11][CH:10]=[CH:9][CH:8]=6)=[CH:15][CH:16]=5)=[C:42]5[C:47]=3[CH:46]=[CH:45][CH:44]=[CH:43]5)=[CH:39][CH:38]=[CH:37][CH:36]=4)[C:7]3[CH:12]=[CH:11][CH:10]=[CH:9][CH:8]=3)=[CH:19][CH:18]=2)[CH:2]=[CH:1][CH:6]=[CH:5][CH:4]=1. The yield is 0.240. (2) The reactants are [Br:1][CH2:2][CH2:3][CH2:4][CH2:5][CH2:6][C:7]1[CH:12]=[CH:11][C:10]([C:13]2[CH:18]=[CH:17][CH:16]=[CH:15][CH:14]=2)=[CH:9][CH:8]=1.[N:19]1[CH:24]=[C:23]([CH3:25])[CH:22]=[C:21]([CH3:26])[CH:20]=1. No catalyst specified. The product is [Br-:1].[C:10]1([C:13]2[CH:18]=[CH:17][CH:16]=[CH:15][CH:14]=2)[CH:11]=[CH:12][C:7]([CH2:6][CH2:5][CH2:4][CH2:3][CH2:2][N+:19]2[CH:24]=[C:23]([CH3:25])[CH:22]=[C:21]([CH3:26])[CH:20]=2)=[CH:8][CH:9]=1. The yield is 0.850. (3) The reactants are Cl[C:2]1[C:3]([C:8]([CH3:27])([CH3:26])[C:9]([NH:11][C@H:12]2[CH2:17][CH2:16][C@@H:15]([NH:18][C:19]3[CH:24]=[CH:23][C:22]([CH3:25])=[CH:21][N:20]=3)[CH2:14][CH2:13]2)=[O:10])=[N:4][CH:5]=[CH:6][N:7]=1.CC(C)([O-])C.[Na+]. The catalyst is CC(OC1C=CC=C(OC(C)C)C=1C1C(P(C2CCCCC2)C2CCCCC2)=CC=CC=1)C.CC(OC)(C)C.C1C=[C-]C(CCN)=CC=1.Cl[Pd+].O1CCOCC1. The product is [CH3:26][C:8]1([CH3:27])[C:3]2[C:2](=[N:7][CH:6]=[CH:5][N:4]=2)[N:11]([C@H:12]2[CH2:17][CH2:16][C@@H:15]([NH:18][C:19]3[CH:24]=[CH:23][C:22]([CH3:25])=[CH:21][N:20]=3)[CH2:14][CH2:13]2)[C:9]1=[O:10]. The yield is 0.329. (4) The reactants are C(O[C:4](OCC)([CH3:17])[CH2:5][CH2:6][N:7]1[CH:12]=[C:11]([C:13]#[N:14])[C:10](=[O:15])[NH:9][C:8]1=[O:16])C.[O:21]1CCOCC1. No catalyst specified. The product is [O:16]=[C:8]1[NH:9][C:10](=[O:15])[C:11]([C:13]#[N:14])=[CH:12][N:7]1[CH2:6][CH2:5][CH2:4][CH:17]=[O:21]. The yield is 1.00. (5) The reactants are [Cl:1][C:2]1[CH:7]=[CH:6][C:5]([C:8]2([OH:19])[CH2:13][CH2:12][NH:11][CH2:10][C:9]2([CH2:15][O:16][CH2:17][CH3:18])[CH3:14])=[CH:4][CH:3]=1.C([O-])([O-])=O.[K+].[K+].Br[CH2:27][CH2:28][CH:29]=[C:30]1[C:36]2[CH:37]=[CH:38][CH:39]=[N:40][C:35]=2[CH2:34][O:33][C:32]2[CH:41]=[CH:42][C:43]([C:45]([OH:48])([CH3:47])[CH3:46])=[CH:44][C:31]1=2. The catalyst is C(#N)C.O. The product is [Cl:1][C:2]1[CH:7]=[CH:6][C:5]([C:8]2([OH:19])[CH2:13][CH2:12][N:11]([CH2:27][CH2:28][CH:29]=[C:30]3[C:36]4[CH:37]=[CH:38][CH:39]=[N:40][C:35]=4[CH2:34][O:33][C:32]4[CH:41]=[CH:42][C:43]([C:45]([OH:48])([CH3:47])[CH3:46])=[CH:44][C:31]3=4)[CH2:10][C:9]2([CH2:15][O:16][CH2:17][CH3:18])[CH3:14])=[CH:4][CH:3]=1. The yield is 0.650. (6) The reactants are [CH3:1][C:2]1([CH3:20])[CH2:6][C:5]2[C:7]([CH3:19])=[C:8]([N:13]3[CH2:18][CH2:17][NH:16][CH2:15][CH2:14]3)[C:9]([CH3:12])=[C:10]([CH3:11])[C:4]=2[O:3]1.Br[C:22]1[CH:27]=[CH:26][C:25]([CH2:28][CH3:29])=[CH:24][CH:23]=1. No catalyst specified. The product is [CH2:28]([C:25]1[CH:26]=[CH:27][C:22]([N:16]2[CH2:15][CH2:14][N:13]([C:8]3[C:9]([CH3:12])=[C:10]([CH3:11])[C:4]4[O:3][C:2]([CH3:20])([CH3:1])[CH2:6][C:5]=4[C:7]=3[CH3:19])[CH2:18][CH2:17]2)=[CH:23][CH:24]=1)[CH3:29]. The yield is 0.380.